From a dataset of Reaction yield outcomes from USPTO patents with 853,638 reactions. Predict the reaction yield, written as a fraction of the theoretical maximum amount of product (1.0 means a 100% yield; for example, 0.34 means a 34% yield). (1) The reactants are NC1C=C(NC2C3C(=C(C4C=CC=C(OCC5C=CC=CC=5)C=4)C=CC=3)C=CN=2)C=CC=1.C(OC(=O)C)(=O)C.C([O:47][C:48]1[CH:49]=[C:50]([C:54]2[CH:63]=[CH:62][CH:61]=[C:60]3[C:55]=2[CH:56]=[CH:57][N:58]=[C:59]3[NH:64][C:65]2[CH:66]=[C:67]([NH:71][C:72](=[O:74])[CH3:73])[CH:68]=[CH:69][CH:70]=2)[CH:51]=[CH:52][CH:53]=1)C1C=CC=CC=1.B(Br)(Br)Br. The catalyst is C1COCC1. The product is [OH:47][C:48]1[CH:49]=[C:50]([C:54]2[CH:63]=[CH:62][CH:61]=[C:60]3[C:55]=2[CH:56]=[CH:57][N:58]=[C:59]3[NH:64][C:65]2[CH:66]=[C:67]([NH:71][C:72](=[O:74])[CH3:73])[CH:68]=[CH:69][CH:70]=2)[CH:51]=[CH:52][CH:53]=1. The yield is 0.570. (2) The reactants are [CH3:1][O:2][C:3]1[C:31]([O:32][CH3:33])=[CH:30][C:6]2[N:7]([C:10]3[S:14][C:13]([C:15]([NH2:17])=O)=[C:12]([O:18][CH2:19][C:20]4[CH:25]=[CH:24][CH:23]=[CH:22][C:21]=4[C:26]([F:29])([F:28])[F:27])[CH:11]=3)[CH:8]=[N:9][C:5]=2[CH:4]=1.[Cl-].ClC1N(C)CC[NH+]1C.FC(F)(F)C(O)=O.C(N(CC)CC)C. The catalyst is ClCCl.O. The product is [CH3:1][O:2][C:3]1[C:31]([O:32][CH3:33])=[CH:30][C:6]2[N:7]([C:10]3[S:14][C:13]([C:15]#[N:17])=[C:12]([O:18][CH2:19][C:20]4[CH:25]=[CH:24][CH:23]=[CH:22][C:21]=4[C:26]([F:27])([F:29])[F:28])[CH:11]=3)[CH:8]=[N:9][C:5]=2[CH:4]=1. The yield is 0.460.